Dataset: Catalyst prediction with 721,799 reactions and 888 catalyst types from USPTO. Task: Predict which catalyst facilitates the given reaction. (1) Reactant: [Cl:1][C:2]1[CH:3]=[C:4]([CH:6]=[CH:7][CH:8]=1)[NH2:5].Br[CH:10]([CH3:15])[C:11]([O:13][CH3:14])=[O:12].[I-].[K+].C(=O)([O-])[O-].[K+].[K+]. Product: [Cl:1][C:2]1[CH:3]=[C:4]([NH:5][CH:10]([CH3:15])[C:11]([O:13][CH3:14])=[O:12])[CH:6]=[CH:7][CH:8]=1. The catalyst class is: 3. (2) Reactant: C(OC(=O)[NH:7][C@H:8]([CH2:28][C:29]1[CH:34]=[CH:33][C:32]([Cl:35])=[CH:31][C:30]=1[Cl:36])[C:9](=[O:27])[N:10]1[CH2:15][CH2:14][CH:13]([O:16][C:17]2[CH:22]=[CH:21][CH:20]=[CH:19][C:18]=2[C:23]([F:26])([F:25])[F:24])[CH2:12][CH2:11]1)(C)(C)C.Cl. Product: [NH2:7][C@H:8]([CH2:28][C:29]1[CH:34]=[CH:33][C:32]([Cl:35])=[CH:31][C:30]=1[Cl:36])[C:9]([N:10]1[CH2:11][CH2:12][CH:13]([O:16][C:17]2[CH:22]=[CH:21][CH:20]=[CH:19][C:18]=2[C:23]([F:25])([F:26])[F:24])[CH2:14][CH2:15]1)=[O:27]. The catalyst class is: 459. (3) Reactant: C([SiH2][O:6][C:7](C)(C)[C@@H:8]1[CH2:12][CH2:11][CH2:10][N:9]1[C:13]1[CH:14]=[C:15]([N:19]2[CH2:28][CH2:27][C:26]3[C:21](=[CH:22][CH:23]=[C:24]([Cl:29])[CH:25]=3)[C:20]2=[O:30])[CH:16]=[N:17][CH:18]=1)(C)(C)C.Cl.O1CCOCC1. Product: [Cl:29][C:24]1[CH:25]=[C:26]2[C:21](=[CH:22][CH:23]=1)[C:20](=[O:30])[N:19]([C:15]1[CH:16]=[N:17][CH:18]=[C:13]([N:9]3[CH2:10][CH2:11][CH2:12][C@H:8]3[CH2:7][OH:6])[CH:14]=1)[CH2:28][CH2:27]2. The catalyst class is: 5.